The task is: Predict the reaction yield, written as a fraction of the theoretical maximum amount of product (1.0 means a 100% yield; for example, 0.34 means a 34% yield).. This data is from Reaction yield outcomes from USPTO patents with 853,638 reactions. (1) The reactants are [Br:1][C:2]1[CH:3]=[CH:4][C:5]2[O:14][CH2:13][CH2:12][C:11]3[CH:10]=[C:9]([C:15]4O[CH:17]=[N:18][N:19]=4)[S:8][C:7]=3[C:6]=2[CH:20]=1.[Cl:21][C:22]1[CH:28]=[C:27]([F:29])[CH:26]=[CH:25][C:23]=1[NH2:24].C(O)(C(F)(F)F)=O.C1(C)C=CC=CC=1. The catalyst is CCOC(C)=O. The product is [Br:1][C:2]1[CH:3]=[CH:4][C:5]2[O:14][CH2:13][CH2:12][C:11]3[CH:10]=[C:9]([C:15]4[N:24]([C:23]5[CH:25]=[CH:26][C:27]([F:29])=[CH:28][C:22]=5[Cl:21])[CH:17]=[N:18][N:19]=4)[S:8][C:7]=3[C:6]=2[CH:20]=1. The yield is 0.680. (2) The reactants are C1(C)C=CC(S([Cl:10])(=O)=O)=CC=1.C(N(CC)CC)C.[F:19][C:20]([F:60])([F:59])[C:21]1[CH:22]=[C:23]([CH:52]=[C:53]([C:55]([F:58])([F:57])[F:56])[CH:54]=1)[CH2:24][N:25]1[C:29]([N:30]2[CH2:35][CH2:34][O:33][CH2:32][CH2:31]2)=[C:28]([C:36]([C:38]2[C:39]([C:45]3[CH:50]=[CH:49][CH:48]=[CH:47][C:46]=3[Cl:51])=[N:40][O:41][C:42]=2[CH2:43]O)=[O:37])[N:27]=[N:26]1. The catalyst is ClCCl.C1COCC1. The product is [F:56][C:55]([F:58])([F:57])[C:53]1[CH:52]=[C:23]([CH:22]=[C:21]([C:20]([F:59])([F:60])[F:19])[CH:54]=1)[CH2:24][N:25]1[C:29]([N:30]2[CH2:35][CH2:34][O:33][CH2:32][CH2:31]2)=[C:28]([C:36]([C:38]2[C:39]([C:45]3[CH:50]=[CH:49][CH:48]=[CH:47][C:46]=3[Cl:51])=[N:40][O:41][C:42]=2[CH2:43][Cl:10])=[O:37])[N:27]=[N:26]1. The yield is 0.590. (3) The reactants are [NH2:1][C@@H:2]([CH3:10])[C@@H:3]([C:5]1[S:6][CH:7]=[CH:8][N:9]=1)[OH:4].N[C@@H](C)[C@H:13](C1SC=CN=1)[OH:14].ClC(Cl)(OC(=O)OC(Cl)(Cl)Cl)Cl. The catalyst is C(Cl)Cl. The product is [CH3:10][C@H:2]1[C@@H:3]([C:5]2[S:6][CH:7]=[CH:8][N:9]=2)[O:4][C:13](=[O:14])[NH:1]1. The yield is 0.130.